From a dataset of Reaction yield outcomes from USPTO patents with 853,638 reactions. Predict the reaction yield, written as a fraction of the theoretical maximum amount of product (1.0 means a 100% yield; for example, 0.34 means a 34% yield). (1) The reactants are [O-]P([O-])([O-])=O.[K+].[K+].[K+].[CH3:9][S:10][C:11]1[CH:16]=[CH:15][C:14](B(O)O)=[CH:13][CH:12]=1.[F:20][C:21]1[C:22](I)=[CH:23][C:24](=[O:40])[N:25]([CH2:27][CH2:28][C@@:29]([CH3:39])([S:35]([CH3:38])(=[O:37])=[O:36])[C:30]([O:32][CH2:33][CH3:34])=[O:31])[CH:26]=1. The catalyst is C1C=CC(P(C2C=CC=CC=2)[C-]2C=CC=C2)=CC=1.C1C=CC(P(C2C=CC=CC=2)[C-]2C=CC=C2)=CC=1.Cl[Pd]Cl.[Fe+2].O1CCOCC1. The product is [F:20][C:21]1[C:22]([C:14]2[CH:15]=[CH:16][C:11]([S:10][CH3:9])=[CH:12][CH:13]=2)=[CH:23][C:24](=[O:40])[N:25]([CH2:27][CH2:28][C@@:29]([CH3:39])([S:35]([CH3:38])(=[O:36])=[O:37])[C:30]([O:32][CH2:33][CH3:34])=[O:31])[CH:26]=1. The yield is 0.990. (2) The reactants are [CH3:1][C:2]1[CH:6]=[C:5]([NH2:7])[S:4][N:3]=1.Br[C:9]1[C:10](=[O:17])[N:11]([CH3:16])[CH:12]=[C:13]([Br:15])[N:14]=1.C1C=CC(P(C2C(C3C(P(C4C=CC=CC=4)C4C=CC=CC=4)=CC=C4C=3C=CC=C4)=C3C(C=CC=C3)=CC=2)C2C=CC=CC=2)=CC=1.C([O-])([O-])=O.[K+].[K+]. The catalyst is CC([O-])=O.CC([O-])=O.[Pd+2].O1CCOCC1. The product is [Br:15][C:13]1[N:14]=[C:9]([NH:7][C:5]2[S:4][N:3]=[C:2]([CH3:1])[CH:6]=2)[C:10](=[O:17])[N:11]([CH3:16])[CH:12]=1. The yield is 0.500. (3) The product is [CH2:1]([O:3][C:4](=[O:44])[CH2:5][C:6]1[C:7]([CH2:12][CH2:13][C:14]2[C:19]([C:20]([F:23])([F:21])[F:22])=[CH:18][N:17]=[C:16]([NH:24][C:25]3[CH:30]=[CH:29][C:28]([CH:31]4[CH2:32][CH2:33][N:34]([C:37]([O:39][C:40]([CH3:43])([CH3:42])[CH3:41])=[O:38])[CH2:35][CH2:36]4)=[CH:27][CH:26]=3)[N:15]=2)=[N:8][CH:9]=[N:10][CH:11]=1)[CH3:2]. The reactants are [CH2:1]([O:3][C:4](=[O:44])[CH2:5][C:6]1[C:7]([C:12]#[C:13][C:14]2[C:19]([C:20]([F:23])([F:22])[F:21])=[CH:18][N:17]=[C:16]([NH:24][C:25]3[CH:30]=[CH:29][C:28]([CH:31]4[CH2:36][CH2:35][N:34]([C:37]([O:39][C:40]([CH3:43])([CH3:42])[CH3:41])=[O:38])[CH2:33][CH2:32]4)=[CH:27][CH:26]=3)[N:15]=2)=[N:8][CH:9]=[N:10][CH:11]=1)[CH3:2].[H][H]. The yield is 0.880. The catalyst is CN(C=O)C.CCOC(C)=O.[Pd]. (4) The reactants are O[CH:2]1[C:10]2[C:5](=[CH:6][CH:7]=[C:8]([CH3:11])[CH:9]=2)[CH2:4][CH:3]1[NH:12][C:13](=[O:17])[O:14][CH2:15][CH3:16].C([SiH](CC)CC)C. The catalyst is ClCCCl.O. The product is [CH3:11][C:8]1[CH:9]=[C:10]2[C:5](=[CH:6][CH:7]=1)[CH2:4][CH:3]([NH:12][C:13](=[O:17])[O:14][CH2:15][CH3:16])[CH2:2]2. The yield is 0.910. (5) The reactants are [F:1][C:2]1[C:11]([OH:12])=[CH:10][CH:9]=[C:8]([F:13])[C:3]=1[C:4]([O:6][CH3:7])=[O:5].N1C=CC=CC=1.[S:20](O[S:20]([C:23]([F:26])([F:25])[F:24])(=[O:22])=[O:21])([C:23]([F:26])([F:25])[F:24])(=[O:22])=[O:21].Cl. The catalyst is C(Cl)Cl.O. The product is [F:1][C:2]1[C:11]([O:12][S:20]([C:23]([F:26])([F:25])[F:24])(=[O:22])=[O:21])=[CH:10][CH:9]=[C:8]([F:13])[C:3]=1[C:4]([O:6][CH3:7])=[O:5]. The yield is 0.880. (6) The reactants are Br[C:2]1[CH:7]=[CH:6][N:5]=[C:4]([CH3:8])[N:3]=1.[CH3:9][O:10][C:11]1[C:16](C2C=CC(=O)N(C)C=2)=[CH:15][CH:14]=[C:13]([NH:25]C2C=CC3CN(C)CC(CC(F)(F)F)OC=3N=2)[N:12]=1.C([O-])([O-])=O.[K+].[K+].CCO. The catalyst is COCCOC.C(OCC)(=O)C.Cl[Pd](Cl)([P](C1C=CC=CC=1)(C1C=CC=CC=1)C1C=CC=CC=1)[P](C1C=CC=CC=1)(C1C=CC=CC=1)C1C=CC=CC=1.O. The product is [CH3:9][O:10][C:11]1[N:12]=[C:13]([NH2:25])[CH:14]=[CH:15][C:16]=1[C:2]1[CH:7]=[CH:6][N:5]=[C:4]([CH3:8])[N:3]=1. The yield is 0.480. (7) The reactants are [O:1]=[C:2]1[NH:7][CH2:6][CH2:5][N:4](C(OC(C)(C)C)=O)[CH2:3]1.[H-].[Na+].[CH2:17]([N:19]1[C:23]2=[N:24][C:25]([CH2:64][CH3:65])=[C:26]([CH2:35][NH:36][C:37]([C:39]3[CH:44]=[CH:43][CH:42]=[C:41]([C:45]([NH:47][CH2:48][C:49]4[CH:50]=[C:51]([C:56]5[CH:61]=[CH:60][CH:59]=[C:58]([CH2:62]I)[CH:57]=5)[C:52]([F:55])=[CH:53][CH:54]=4)=[O:46])[CH:40]=3)=[O:38])[C:27]([NH:28][CH:29]3[CH2:34][CH2:33][O:32][CH2:31][CH2:30]3)=[C:22]2[CH:21]=[N:20]1)[CH3:18]. The catalyst is CN(C=O)C. The product is [CH2:17]([N:19]1[C:23]2=[N:24][C:25]([CH2:64][CH3:65])=[C:26]([CH2:35][NH:36][C:37]([C:39]3[CH:44]=[CH:43][CH:42]=[C:41]([C:45]([NH:47][CH2:48][C:49]4[CH:50]=[C:51]([C:56]5[CH:61]=[CH:60][CH:59]=[C:58]([CH2:62][N:7]6[CH2:6][CH2:5][NH:4][CH2:3][C:2]6=[O:1])[CH:57]=5)[C:52]([F:55])=[CH:53][CH:54]=4)=[O:46])[CH:40]=3)=[O:38])[C:27]([NH:28][CH:29]3[CH2:34][CH2:33][O:32][CH2:31][CH2:30]3)=[C:22]2[CH:21]=[N:20]1)[CH3:18]. The yield is 0.130.